Dataset: Reaction yield outcomes from USPTO patents with 853,638 reactions. Task: Predict the reaction yield, written as a fraction of the theoretical maximum amount of product (1.0 means a 100% yield; for example, 0.34 means a 34% yield). (1) The reactants are Cl.[CH3:2][O:3][C:4]([C:6]1[CH:11]=[CH:10][C:9]([CH:12]([C:14]2[CH:19]=[CH:18][N:17]=[CH:16][C:15]=2[OH:20])O)=[CH:8][CH:7]=1)=[O:5]. The catalyst is [Pd].CO. The product is [CH3:2][O:3][C:4]([C:6]1[CH:7]=[CH:8][C:9]([CH2:12][C:14]2[CH:19]=[CH:18][N:17]=[CH:16][C:15]=2[OH:20])=[CH:10][CH:11]=1)=[O:5]. The yield is 0.950. (2) The reactants are [C:1]([O:5][C:6]([NH:8][C@H:9]1[CH2:13][CH2:12][C:11]([C:17]([OH:20])([CH3:19])[CH3:18])([C:14]([OH:16])=O)[CH2:10]1)=[O:7])([CH3:4])([CH3:3])[CH3:2].[F:21][C:22]([F:36])([F:35])[C:23]1[CH:28]=[CH:27][N:26]=[C:25]([N:29]2[CH2:34][CH2:33][NH:32][CH2:31][CH2:30]2)[CH:24]=1.C(N(CC)CC)C.F[P-](F)(F)(F)(F)F.N1(O[P+](N(C)C)(N(C)C)N(C)C)C2C=CC=CC=2N=N1. The catalyst is C(Cl)Cl. The product is [C:1]([O:5][C:6](=[O:7])[NH:8][CH:9]1[CH2:13][CH2:12][C:11]([C:17]([OH:20])([CH3:19])[CH3:18])([C:14]([N:32]2[CH2:33][CH2:34][N:29]([C:25]3[CH:24]=[C:23]([C:22]([F:36])([F:21])[F:35])[CH:28]=[CH:27][N:26]=3)[CH2:30][CH2:31]2)=[O:16])[CH2:10]1)([CH3:2])([CH3:3])[CH3:4]. The yield is 0.290.